Dataset: Reaction yield outcomes from USPTO patents with 853,638 reactions. Task: Predict the reaction yield, written as a fraction of the theoretical maximum amount of product (1.0 means a 100% yield; for example, 0.34 means a 34% yield). The reactants are [CH3:1][O:2][CH2:3][CH2:4][N:5]1[CH2:10][CH2:9][N:8]2[N:11]=[C:12]([N+:14]([O-])=O)[CH:13]=[C:7]2[CH2:6]1. The catalyst is CO.[Pd]. The product is [CH3:1][O:2][CH2:3][CH2:4][N:5]1[CH2:10][CH2:9][N:8]2[N:11]=[C:12]([NH2:14])[CH:13]=[C:7]2[CH2:6]1. The yield is 0.970.